From a dataset of CYP3A4 inhibition data for predicting drug metabolism from PubChem BioAssay. Regression/Classification. Given a drug SMILES string, predict its absorption, distribution, metabolism, or excretion properties. Task type varies by dataset: regression for continuous measurements (e.g., permeability, clearance, half-life) or binary classification for categorical outcomes (e.g., BBB penetration, CYP inhibition). Dataset: cyp3a4_veith. The drug is Cc1cccc(CNc2ncncc2-c2ccc3c(c2)OCO3)c1. The result is 1 (inhibitor).